This data is from TCR-epitope binding with 47,182 pairs between 192 epitopes and 23,139 TCRs. The task is: Binary Classification. Given a T-cell receptor sequence (or CDR3 region) and an epitope sequence, predict whether binding occurs between them. (1) The epitope is SEISMDNSPNL. The TCR CDR3 sequence is CSVSERGYDGYTF. Result: 0 (the TCR does not bind to the epitope). (2) The epitope is SLYNTVATL. The TCR CDR3 sequence is CASSQEGAGITEAFF. Result: 1 (the TCR binds to the epitope). (3) The epitope is EPLPQGQLTAY. The TCR CDR3 sequence is CASSLAGGVNEQFF. Result: 0 (the TCR does not bind to the epitope). (4) The epitope is IPSINVHHY. The TCR CDR3 sequence is CASSPSSGPNEKLFF. Result: 1 (the TCR binds to the epitope). (5) The epitope is YSEHPTFTSQY. The TCR CDR3 sequence is CASSLAVYLNTEAFF. Result: 0 (the TCR does not bind to the epitope). (6) The epitope is LLWNGPMAV. The TCR CDR3 sequence is CASSLRFGELFF. Result: 0 (the TCR does not bind to the epitope).